This data is from Forward reaction prediction with 1.9M reactions from USPTO patents (1976-2016). The task is: Predict the product of the given reaction. (1) Given the reactants [C:1]([O:5][C:6](=[O:20])[NH:7][CH2:8][CH2:9][N:10]1[C:18]2[C:17](Cl)=[N:16][CH:15]=[N:14][C:13]=2[CH:12]=[CH:11]1)([CH3:4])([CH3:3])[CH3:2].[Cl:21][C:22]1[CH:23]=[C:24]([NH2:40])[CH:25]=[N:26][C:27]=1[O:28][C:29]1[CH:34]=[CH:33][CH:32]=[C:31]([O:35][C:36]([F:39])([F:38])[F:37])[CH:30]=1, predict the reaction product. The product is: [C:1]([O:5][C:6](=[O:20])[NH:7][CH2:8][CH2:9][N:10]1[C:18]2[C:17]([NH:40][C:24]3[CH:25]=[N:26][C:27]([O:28][C:29]4[CH:34]=[CH:33][CH:32]=[C:31]([O:35][C:36]([F:39])([F:38])[F:37])[CH:30]=4)=[C:22]([Cl:21])[CH:23]=3)=[N:16][CH:15]=[N:14][C:13]=2[CH:12]=[CH:11]1)([CH3:4])([CH3:3])[CH3:2]. (2) Given the reactants [Cl-].[CH3:2][C:3]1[N:8]2[N:9]=[C:10]([CH2:12][P+](C3C=CC=CC=3)(C3C=CC=CC=3)C3C=CC=CC=3)[N:11]=[C:7]2[C:6]([CH3:32])=[CH:5][N:4]=1.[CH3:33][N:34]1[C:38]([CH:39]=O)=[N:37][C:36]([N:41]2[CH2:45][CH2:44][CH2:43][CH:42]2[CH3:46])=[N:35]1, predict the reaction product. The product is: [CH3:2][C:3]1[N:8]2[N:9]=[C:10](/[CH:12]=[CH:39]/[C:38]3[N:34]([CH3:33])[N:35]=[C:36]([N:41]4[CH2:45][CH2:44][CH2:43][CH:42]4[CH3:46])[N:37]=3)[N:11]=[C:7]2[C:6]([CH3:32])=[CH:5][N:4]=1. (3) Given the reactants CON(C)[C:4]([C:6]1[CH:11]=[CH:10][N:9]=[C:8]([CH2:12][NH:13][C:14]([C:16]2[CH:25]=[C:24]([CH3:26])[C:23]3[C:18](=[C:19]([C:30]([F:33])([F:32])[F:31])[CH:20]=[C:21]([CH:27]4[CH2:29][CH2:28]4)[CH:22]=3)[N:17]=2)=[O:15])[CH:7]=1)=[O:5], predict the reaction product. The product is: [CH:4]([C:6]1[CH:11]=[CH:10][N:9]=[C:8]([CH2:12][NH:13][C:14]([C:16]2[CH:25]=[C:24]([CH3:26])[C:23]3[C:18](=[C:19]([C:30]([F:32])([F:33])[F:31])[CH:20]=[C:21]([CH:27]4[CH2:28][CH2:29]4)[CH:22]=3)[N:17]=2)=[O:15])[CH:7]=1)=[O:5]. (4) Given the reactants [C:1]([O:5][C:6]([N:8]1[CH2:12][CH2:11][CH2:10][CH:9]1[C:13]1[NH:14][C:15]([C:18]2[CH:23]=[CH:22][C:21]([Br:24])=[C:20]([CH2:25][OH:26])[CH:19]=2)=[CH:16][N:17]=1)=[O:7])([CH3:4])([CH3:3])[CH3:2].C(N(CC)CC)C.C1C=CN=CC=1.O=S(=O)=O, predict the reaction product. The product is: [C:1]([O:5][C:6]([N:8]1[CH2:12][CH2:11][CH2:10][CH:9]1[C:13]1[NH:14][C:15]([C:18]2[CH:23]=[CH:22][C:21]([Br:24])=[C:20]([CH:25]=[O:26])[CH:19]=2)=[CH:16][N:17]=1)=[O:7])([CH3:4])([CH3:2])[CH3:3].